Dataset: Catalyst prediction with 721,799 reactions and 888 catalyst types from USPTO. Task: Predict which catalyst facilitates the given reaction. (1) Reactant: C([O:4][CH2:5][C:6]([CH3:51])([CH3:50])[CH2:7][N:8]1[C:14]2[CH:15]=[CH:16][C:17]([Cl:19])=[CH:18][C:13]=2[C@@H:12]([C:20]2[CH:25]=[CH:24][CH:23]=[C:22]([O:26][CH3:27])[C:21]=2[O:28][CH3:29])[O:11][C@H:10]([CH2:30][C:31]([NH:33][C:34]2[CH:35]=[C:36]([CH3:48])[C:37]3[O:41][C:40]([C:42]([O:44]CC)=[O:43])=[CH:39][C:38]=3[CH:47]=2)=[O:32])[C:9]1=[O:49])(=O)C.[OH-].[Na+].Cl. Product: [Cl:19][C:17]1[CH:16]=[CH:15][C:14]2[N:8]([CH2:7][C:6]([CH3:50])([CH3:51])[CH2:5][OH:4])[C:9](=[O:49])[C@@H:10]([CH2:30][C:31]([NH:33][C:34]3[CH:35]=[C:36]([CH3:48])[C:37]4[O:41][C:40]([C:42]([OH:44])=[O:43])=[CH:39][C:38]=4[CH:47]=3)=[O:32])[O:11][C@H:12]([C:20]3[CH:25]=[CH:24][CH:23]=[C:22]([O:26][CH3:27])[C:21]=3[O:28][CH3:29])[C:13]=2[CH:18]=1. The catalyst class is: 214. (2) Reactant: COC([C:5]1([C:10](OC)=O)[CH2:9][CH:8]=[CH:7][CH2:6]1)=O.[C:14]1([CH3:20])[CH:19]=[CH:18][CH:17]=[CH:16][CH:15]=1.C(OC(O[CH2:32][CH3:33])(OCC)OCC)C. Product: [CH3:9][CH:5]=[CH:6][CH2:7][CH2:32][CH2:33][CH2:15][CH2:16][CH2:17][CH2:18][CH2:19][CH2:14][CH:20]=[CH:6][CH2:7][CH2:8][CH2:9][CH2:5][CH3:10]. The catalyst class is: 40.